This data is from Peptide-MHC class II binding affinity with 134,281 pairs from IEDB. The task is: Regression. Given a peptide amino acid sequence and an MHC pseudo amino acid sequence, predict their binding affinity value. This is MHC class II binding data. The peptide sequence is AERTVTVRRVGPGGRAV. The MHC is DRB1_1101 with pseudo-sequence DRB1_1101. The binding affinity (normalized) is 0.157.